This data is from Catalyst prediction with 721,799 reactions and 888 catalyst types from USPTO. The task is: Predict which catalyst facilitates the given reaction. Reactant: [Cl:1][C:2]1[N:7]=[C:6]([C:8]2[N:9](C(OC(C)(C)C)=O)[C:10]3[C:15]([CH:16]=2)=[C:14]([F:17])[CH:13]=[CH:12][CH:11]=3)[CH:5]=[N:4][CH:3]=1. Product: [Cl:1][C:2]1[N:7]=[C:6]([C:8]2[NH:9][C:10]3[C:15]([CH:16]=2)=[C:14]([F:17])[CH:13]=[CH:12][CH:11]=3)[CH:5]=[N:4][CH:3]=1. The catalyst class is: 209.